From a dataset of Reaction yield outcomes from USPTO patents with 853,638 reactions. Predict the reaction yield, written as a fraction of the theoretical maximum amount of product (1.0 means a 100% yield; for example, 0.34 means a 34% yield). (1) The reactants are [CH2:1]([O:3][C:4]1[CH:9]=[CH:8][C:7]([C:10]2[CH:15]=[CH:14][C:13]([CH2:16][CH2:17][CH:18]3OCC[O:19]3)=[CH:12][CH:11]=2)=[C:6]([F:23])[C:5]=1[F:24])[CH3:2].C(O)=O. The catalyst is C1(C)C=CC=CC=1. The product is [CH2:1]([O:3][C:4]1[CH:9]=[CH:8][C:7]([C:10]2[CH:15]=[CH:14][C:13]([CH2:16][CH2:17][CH:18]=[O:19])=[CH:12][CH:11]=2)=[C:6]([F:23])[C:5]=1[F:24])[CH3:2]. The yield is 0.984. (2) The reactants are [CH2:1]([N:8]([CH2:31][C@@H:32]([C:34]1[CH:39]=[CH:38][C:37]([O:40][CH2:41][C:42]2[CH:47]=[CH:46][CH:45]=[CH:44][CH:43]=2)=[C:36]([N+:48]([O-])=O)[CH:35]=1)[OH:33])[C@@H:9]([CH2:12][C:13]1[CH:18]=[CH:17][C:16]([O:19][C:20]2[C:29]3[C:24](=[CH:25][CH:26]=[C:27]([F:30])[CH:28]=3)[N:23]=[CH:22][CH:21]=2)=[CH:15][CH:14]=1)[CH2:10][OH:11])[C:2]1[CH:7]=[CH:6][CH:5]=[CH:4][CH:3]=1.C(O)C.[Cl-].[NH4+].C(=O)([O-])O.[Na+]. The catalyst is [Fe].C(OCC)(=O)C.O. The product is [NH2:48][C:36]1[CH:35]=[C:34]([C@@H:32]([OH:33])[CH2:31][N:8]([CH2:1][C:2]2[CH:3]=[CH:4][CH:5]=[CH:6][CH:7]=2)[C@@H:9]([CH2:12][C:13]2[CH:18]=[CH:17][C:16]([O:19][C:20]3[C:29]4[C:24](=[CH:25][CH:26]=[C:27]([F:30])[CH:28]=4)[N:23]=[CH:22][CH:21]=3)=[CH:15][CH:14]=2)[CH2:10][OH:11])[CH:39]=[CH:38][C:37]=1[O:40][CH2:41][C:42]1[CH:47]=[CH:46][CH:45]=[CH:44][CH:43]=1. The yield is 1.03. (3) The reactants are [CH3:1][C:2]1[CH:7]=[CH:6][C:5]([OH:8])=[C:4]([C:9]([CH3:11])=[O:10])[CH:3]=1.[CH2:12]([O:19][C:20]1[CH:27]=[CH:26][C:23]([CH:24]=O)=[CH:22][C:21]=1[N+:28]([O-:30])=[O:29])[C:13]1[CH:18]=[CH:17][CH:16]=[CH:15][CH:14]=1. No catalyst specified. The product is [CH2:12]([O:19][C:20]1[CH:27]=[CH:26][C:23](/[CH:24]=[CH:11]/[C:9]([C:4]2[CH:3]=[C:2]([CH3:1])[CH:7]=[CH:6][C:5]=2[OH:8])=[O:10])=[CH:22][C:21]=1[N+:28]([O-:30])=[O:29])[C:13]1[CH:14]=[CH:15][CH:16]=[CH:17][CH:18]=1. The yield is 0.290. (4) The reactants are [CH3:1][O:2][C:3](=[O:20])[C:4]1[CH:9]=[C:8]([NH2:10])[C:7]([NH2:11])=[C:6]([F:12])[C:5]=1[NH:13][C:14]1[CH:19]=[CH:18][CH:17]=[CH:16][CH:15]=1.Cl.[CH3:22][C:23](=O)CC(=O)C.C([O-])(O)=O.[Na+]. The catalyst is C(O)C. The product is [CH3:1][O:2][C:3]([C:4]1[C:5]([NH:13][C:14]2[CH:15]=[CH:16][CH:17]=[CH:18][CH:19]=2)=[C:6]([F:12])[C:7]2[N:11]=[C:22]([CH3:23])[NH:10][C:8]=2[CH:9]=1)=[O:20]. The yield is 0.910. (5) The reactants are [Cl:1][C:2]1[S:6][C:5]([S:7]([N:10](S(C2SC(Cl)=CC=2)(=O)=O)[C:11]2[C:19]3[C:14](=[CH:15][CH:16]=[CH:17][C:18]=3[O:20][CH3:21])[N:13]([CH2:22][C:23]3[CH:28]=[CH:27][CH:26]=[C:25]([O:29][CH2:30][CH2:31][N:32]([CH3:34])[CH3:33])[CH:24]=3)[N:12]=2)(=[O:9])=[O:8])=[CH:4][CH:3]=1.[OH-].[Na+]. The catalyst is CO. The product is [Cl:1][C:2]1[S:6][C:5]([S:7]([NH:10][C:11]2[C:19]3[C:14](=[CH:15][CH:16]=[CH:17][C:18]=3[O:20][CH3:21])[N:13]([CH2:22][C:23]3[CH:28]=[CH:27][CH:26]=[C:25]([O:29][CH2:30][CH2:31][N:32]([CH3:33])[CH3:34])[CH:24]=3)[N:12]=2)(=[O:8])=[O:9])=[CH:4][CH:3]=1. The yield is 0.390. (6) The reactants are [CH3:1][C@H:2]1[CH2:6][CH2:5][CH2:4][N:3]1[C:7]1[C:8]([C:21]2[O:22][C:23]3[CH:29]=[CH:28][C:27]([C:30]([F:33])([F:32])[F:31])=[CH:26][C:24]=3[CH:25]=2)=[N:9][C:10]2[C:15]([N:16]=1)=[CH:14][C:13]([C:17]([O:19]C)=[O:18])=[CH:12][CH:11]=2.[OH-].[Na+]. The catalyst is CO.O. The product is [CH3:1][C@H:2]1[CH2:6][CH2:5][CH2:4][N:3]1[C:7]1[C:8]([C:21]2[O:22][C:23]3[CH:29]=[CH:28][C:27]([C:30]([F:32])([F:31])[F:33])=[CH:26][C:24]=3[CH:25]=2)=[N:9][C:10]2[C:15]([N:16]=1)=[CH:14][C:13]([C:17]([OH:19])=[O:18])=[CH:12][CH:11]=2. The yield is 0.500. (7) The reactants are F.F.F.C(N(CC)CC)C.C(N(CC)CC)C.[Si]([O:35][CH2:36][C@H:37]1[O:41][C@@H:40]([N:42]2[CH:49]=[C:48]([CH3:50])[C:46](=[O:47])[NH:45][C:43]2=[O:44])[C@H:39]([O:51][CH2:52][CH2:53][O:54][N:55]([CH3:57])[CH3:56])[C@@H:38]1[OH:58])(C(C)(C)C)(C1C=CC=CC=1)C1C=CC=CC=1.CO. The catalyst is C1COCC1.C(Cl)Cl. The product is [CH3:56][N:55]([CH3:57])[O:54][CH2:53][CH2:52][O:51][C@@H:39]1[C@H:38]([OH:58])[C@@H:37]([CH2:36][OH:35])[O:41][C@H:40]1[N:42]1[CH:49]=[C:48]([CH3:50])[C:46](=[O:47])[NH:45][C:43]1=[O:44]. The yield is 0.925. (8) The yield is 0.340. The reactants are C(C1CN([O:14][CH2:15][C:16]2[CH:39]=[CH:38][C:19]([O:20][CH2:21][C:22]3[N:23]=[C:24]([C:28]4[CH:29]=[C:30]([CH:35]=[CH:36][CH:37]=4)[C:31]([O:33][CH3:34])=[O:32])[O:25][C:26]=3[CH3:27])=[C:18]([O:40][CH3:41])[CH:17]=2)N(C2C=CC=CC=2)C=1)=O.[Cl-].[CH2:43]([C:45]1[S:46][CH:47]=[C:48]([CH2:50][P+](C2C=CC=CC=2)(C2C=CC=CC=2)C2C=CC=CC=2)[N:49]=1)[CH3:44].C(=O)([O-])[O-].[K+].[K+].[CH3:76][N:77]([CH3:80])C=O. The product is [CH2:43]([C:45]1[S:46][CH:47]=[C:48](/[CH:50]=[CH:27]\[C:26]2[C:22]([O:14][CH2:15][C:16]3[CH:39]=[CH:38][C:19]([O:20][CH2:21][C:22]4[N:23]=[C:24]([C:28]5[CH:29]=[C:30]([CH:35]=[CH:36][CH:37]=5)[C:31]([O:33][CH3:34])=[O:32])[O:25][C:26]=4[CH3:27])=[C:18]([O:40][CH3:41])[CH:17]=3)=[N:23][N:77]([C:80]3[CH:38]=[CH:39][CH:16]=[CH:17][CH:18]=3)[CH:76]=2)[N:49]=1)[CH3:44]. The catalyst is O. (9) The reactants are C(N(CC)C(C)C)(C)C.F[P-](F)(F)(F)(F)F.N1(OC(N(C)C)=[N+](C)C)C2N=CC=CC=2N=N1.[N:34]1[CH:39]=[CH:38][C:37]([CH:40]([S:42][C:43]2[C:48]([C:49]([OH:51])=O)=[CH:47][CH:46]=[CH:45][N:44]=2)[CH3:41])=[CH:36][CH:35]=1.[Cl:52][C:53]1[CH:59]=[CH:58][C:56]([NH2:57])=[CH:55][CH:54]=1. The catalyst is CN(C)C=O.C(OCC)(=O)C. The product is [Cl:52][C:53]1[CH:59]=[CH:58][C:56]([NH:57][C:49]([C:48]2[C:43]([S:42][CH:40]([C:37]3[CH:36]=[CH:35][N:34]=[CH:39][CH:38]=3)[CH3:41])=[N:44][CH:45]=[CH:46][CH:47]=2)=[O:51])=[CH:55][CH:54]=1. The yield is 0.140.